This data is from Full USPTO retrosynthesis dataset with 1.9M reactions from patents (1976-2016). The task is: Predict the reactants needed to synthesize the given product. (1) The reactants are: [O:1]1[CH2:6][CH2:5][C:4](=[O:7])[CH2:3][CH2:2]1.Cl[CH2:9][C:10]#[N:11].CC(C)([O-])C.[K+]. Given the product [O:7]1[C:4]2([CH2:5][CH2:6][O:1][CH2:2][CH2:3]2)[CH:9]1[C:10]#[N:11], predict the reactants needed to synthesize it. (2) Given the product [Cl:20][C:21]1[C:26]([Cl:27])=[CH:25][CH:24]=[CH:23][C:22]=1[N:28]1[CH2:33][CH2:32][N:31]([CH2:16][CH2:15][CH2:14][CH:13]([CH3:18])[O:12][C:8]2[N:9]=[C:10]3[C:5]([CH2:4][CH2:3][C:2](=[O:1])[NH:11]3)=[CH:6][CH:7]=2)[CH2:30][CH2:29]1, predict the reactants needed to synthesize it. The reactants are: [O:1]=[C:2]1[NH:11][C:10]2[N:9]=[C:8]([O:12][CH:13]([CH3:18])[CH2:14][CH2:15][CH:16]=O)[CH:7]=[CH:6][C:5]=2[CH2:4][CH2:3]1.Cl.[Cl:20][C:21]1[C:26]([Cl:27])=[CH:25][CH:24]=[CH:23][C:22]=1[N:28]1[CH2:33][CH2:32][NH:31][CH2:30][CH2:29]1.CCN(CC)CC.[BH-](OC(C)=O)(OC(C)=O)OC(C)=O.[Na+].